The task is: Binary Classification. Given a drug SMILES string, predict its activity (active/inactive) in a high-throughput screening assay against a specified biological target.. This data is from M1 muscarinic receptor antagonist screen with 61,756 compounds. (1) The result is 0 (inactive). The drug is o1cc(c2c(cccc2)c1=O)C(=O)N(c1cc(ccc1)C)C. (2) The molecule is S(CC(=O)Nc1c(ccc(F)c1)C)c1oc(nn1)c1ccc(OC)cc1. The result is 0 (inactive). (3) The molecule is O(c1nc(c2ccccc2)ccc1c1nc(on1)C)C. The result is 0 (inactive). (4) The drug is S1C2(SC(N)=C(C1c1ccccc1)C#N)CCCCC2. The result is 0 (inactive). (5) The compound is O=c1n2c(cc3n(C(C)C)\c(=N\C(=O)c4occc4)c(cc13)C#N)cccc2. The result is 0 (inactive).